The task is: Predict the reactants needed to synthesize the given product.. This data is from Full USPTO retrosynthesis dataset with 1.9M reactions from patents (1976-2016). (1) Given the product [O:10]1[CH2:9][CH:8]=[C:7]([C:6]2[NH:5][CH:4]=[N:3][CH:2]=2)[CH2:12][CH2:11]1, predict the reactants needed to synthesize it. The reactants are: I[C:2]1[N:3]=[CH:4][NH:5][C:6]=1[C:7]1(O)[CH2:12][CH2:11][O:10][CH2:9][CH2:8]1. (2) Given the product [O:53]1[CH2:54][CH:55]=[C:50]([C:30]2[N:29]=[C:28]([C:1]3[CH:15]=[CH:16][CH:17]=[C:12]([O:11][CH3:10])[CH:13]=3)[N:36]=[C:35]3[C:31]=2[N:32]=[CH:33][N:34]3[CH:37]2[CH2:42][CH2:41][N:40]([C:43]([O:45][C:46]([CH3:49])([CH3:48])[CH3:47])=[O:44])[CH2:39][CH2:38]2)[CH2:51][CH2:52]1, predict the reactants needed to synthesize it. The reactants are: [C:1]([O-])([O-])=O.[Na+].[Na+].COC[CH2:10][O:11][C:12]1[CH:13]=N[CH:15]=[C:16](B2OC(C)(C)C(C)(C)O2)[CH:17]=1.Cl[C:28]1[N:36]=[C:35]2[C:31]([N:32]=[CH:33][N:34]2[CH:37]2[CH2:42][CH2:41][N:40]([C:43]([O:45][C:46]([CH3:49])([CH3:48])[CH3:47])=[O:44])[CH2:39][CH2:38]2)=[C:30]([C:50]2[CH2:51][CH2:52][O:53][CH2:54][CH:55]=2)[N:29]=1. (3) Given the product [C:18]([N:14]1[CH2:15][CH2:16][CH2:17][C:12]21[C:11](=[O:28])[N:10]([CH2:9][C:8]([NH:7][C@@H:3]([C@H:4]([OH:6])[CH3:5])[C:2]([NH2:1])=[O:30])=[O:29])[CH2:13]2)(=[O:19])[CH3:31], predict the reactants needed to synthesize it. The reactants are: [NH2:1][C:2](=[O:30])[C@@H:3]([NH:7][C:8](=[O:29])[CH2:9][N:10]1[CH2:13][C:12]2([CH2:17][CH2:16][CH2:15][N:14]2[C:18](OCC2C=CC=CC=2)=[O:19])[C:11]1=[O:28])[C@H:4]([OH:6])[CH3:5].[C:31](OC(=O)C)(=O)C. (4) Given the product [Br:31][C:18]1[N:19]=[C:14]2[CH:13]=[CH:12][C:11]([NH:10][C@H:7]3[CH2:8][CH2:9][C@H:4]([O:3][CH2:1][CH3:2])[CH2:5][CH2:6]3)=[N:16][N:15]2[C:17]=1[C:20]1[CH:21]=[CH:22][N:23]=[CH:24][CH:25]=1, predict the reactants needed to synthesize it. The reactants are: [CH2:1]([O:3][C@H:4]1[CH2:9][CH2:8][C@H:7]([NH:10][C:11]2[CH:12]=[CH:13][C:14]3[N:15]([C:17]([C:20]4[CH:25]=[CH:24][N:23]=[CH:22][CH:21]=4)=[CH:18][N:19]=3)[N:16]=2)[CH2:6][CH2:5]1)[CH3:2].C([O-])(O)=O.[Na+].[Br:31]Br. (5) The reactants are: [N+:1]([C:4]1[CH:5]=[N:6][NH:7][CH:8]=1)([O-:3])=[O:2].[O:9]1[CH2:13][CH2:12]OC1=O.C(=O)([O-])[O-].[Cs+].[Cs+].O. Given the product [N+:1]([C:4]1[CH:5]=[N:6][N:7]([CH2:12][CH2:13][OH:9])[CH:8]=1)([O-:3])=[O:2], predict the reactants needed to synthesize it. (6) Given the product [CH3:11][S:8][C:4]1[CH:3]=[C:2]([CH3:1])[CH:7]=[CH:6][CH:5]=1, predict the reactants needed to synthesize it. The reactants are: [CH3:1][C:2]1[CH:3]=[C:4]([SH:8])[CH:5]=[CH:6][CH:7]=1.[H-].[Na+].[CH3:11]N(C=O)C.